Dataset: Forward reaction prediction with 1.9M reactions from USPTO patents (1976-2016). Task: Predict the product of the given reaction. (1) Given the reactants [OH:1][C:2]1[CH:3]=[C:4]([CH:9]=[CH:10][C:11]=1[OH:12])[C:5]([NH:7][NH2:8])=[O:6].[F:13][C:14]([F:24])([F:23])[C:15]1[CH:16]=[C:17]([CH:20]=[CH:21][CH:22]=1)[CH:18]=O, predict the reaction product. The product is: [F:13][C:14]([F:23])([F:24])[C:15]1[CH:16]=[C:17]([CH:20]=[CH:21][CH:22]=1)[CH:18]=[N:8][NH:7][C:5](=[O:6])[C:4]1[CH:9]=[CH:10][C:11]([OH:12])=[C:2]([OH:1])[CH:3]=1. (2) Given the reactants BrCCBr.C[Si](C)(C)Cl.[C:10]([O:18][CH2:19]I)(=[O:17])[C:11]1[CH:16]=[CH:15][CH:14]=[CH:13][CH:12]=1.[Cl:21][C:22]1[CH:27]=[C:26](Cl)[N:25]=[CH:24][N:23]=1, predict the reaction product. The product is: [C:10]([O:18][CH2:19][C:26]1[CH:27]=[C:22]([Cl:21])[N:23]=[CH:24][N:25]=1)(=[O:17])[C:11]1[CH:16]=[CH:15][CH:14]=[CH:13][CH:12]=1. (3) Given the reactants [O:1]1[C:5]([C:6]([O:8]CC)=O)=[CH:4][N:3]=[CH:2]1.Cl.[Cl:12][C:13]1[CH:14]=[C:15]2[C:19](=[CH:20][CH:21]=1)[NH:18][CH:17]=[C:16]2[CH2:22][CH2:23][NH2:24].CN(C(ON1N=NC2C=CC=NC1=2)=[N+](C)C)C.F[P-](F)(F)(F)(F)F.C(N(CC)C(C)C)(C)C, predict the reaction product. The product is: [Cl:12][C:13]1[CH:14]=[C:15]2[C:19](=[CH:20][CH:21]=1)[NH:18][CH:17]=[C:16]2[CH2:22][CH2:23][NH:24][C:6]([C:5]1[O:1][CH:2]=[N:3][CH:4]=1)=[O:8]. (4) Given the reactants NC1C=CC([C:8]2[C:13]([S:14]([NH2:17])(=[O:16])=[O:15])=[CH:12][CH:11]=[C:10]([NH2:18])[CH:9]=2)=CC=1.[CH:19]1[C:31]2[CH2:30][C:29]3[C:24](=[CH:25][CH:26]=[CH:27][CH:28]=3)[C:23]=2[CH:22]=[CH:21][C:20]=1[N:32]=[C:33]=[O:34].[K+].[Br-].NC(N)=O, predict the reaction product. The product is: [CH:19]1[C:31]2[CH2:30][C:29]3[C:24](=[CH:25][CH:26]=[CH:27][CH:28]=3)[C:23]=2[CH:22]=[CH:21][C:20]=1[NH:32][C:33]([NH:18][C:10]1[CH:9]=[CH:8][C:13]([S:14]([NH2:17])(=[O:15])=[O:16])=[CH:12][CH:11]=1)=[O:34]. (5) Given the reactants [F:1][C:2]1[CH:7]=[CH:6][CH:5]=[CH:4][C:3]=1[C:8]1[C:9]([N:17]2[CH2:22][CH2:21][N:20](C(OC(C)(C)C)=O)[CH2:19][CH2:18]2)=[C:10]2[CH:16]=[CH:15][NH:14][C:11]2=[N:12][CH:13]=1.C(O)(C(F)(F)F)=O, predict the reaction product. The product is: [F:1][C:2]1[CH:7]=[CH:6][CH:5]=[CH:4][C:3]=1[C:8]1[C:9]([N:17]2[CH2:18][CH2:19][NH:20][CH2:21][CH2:22]2)=[C:10]2[CH:16]=[CH:15][NH:14][C:11]2=[N:12][CH:13]=1. (6) Given the reactants [Cl:1][C:2]1[CH:9]=[CH:8][C:5]([CH2:6]Cl)=[CH:4][CH:3]=1.ClC1C=CC(C[Mg]Br)=CC=1.[S:20](Cl)([Cl:23])(=[O:22])=[O:21], predict the reaction product. The product is: [Cl:1][C:2]1[CH:9]=[CH:8][C:5]([CH2:6][S:20]([Cl:23])(=[O:22])=[O:21])=[CH:4][CH:3]=1.